From a dataset of Forward reaction prediction with 1.9M reactions from USPTO patents (1976-2016). Predict the product of the given reaction. Given the reactants [OH:1][C:2]1[C:6]([C:7]([O:9][CH2:10][CH3:11])=[O:8])=[CH:5][NH:4][N:3]=1.Cl.Cl[CH2:14][C:15]1[CH:16]=[N:17][CH:18]=[CH:19][CH:20]=1.[H-].[Na+].C(=O)([O-])O.[Na+], predict the reaction product. The product is: [N:17]1[CH:18]=[CH:19][CH:20]=[C:15]([CH2:14][O:1][C:2]2[C:6]([C:7]([O:9][CH2:10][CH3:11])=[O:8])=[CH:5][N:4]([CH2:14][C:15]3[CH:16]=[N:17][CH:18]=[CH:19][CH:20]=3)[N:3]=2)[CH:16]=1.